Dataset: NCI-60 drug combinations with 297,098 pairs across 59 cell lines. Task: Regression. Given two drug SMILES strings and cell line genomic features, predict the synergy score measuring deviation from expected non-interaction effect. (1) Drug 1: C1C(C(OC1N2C=NC3=C(N=C(N=C32)Cl)N)CO)O. Drug 2: C1=NC2=C(N=C(N=C2N1C3C(C(C(O3)CO)O)O)F)N. Cell line: MOLT-4. Synergy scores: CSS=85.9, Synergy_ZIP=-0.132, Synergy_Bliss=0.0122, Synergy_Loewe=-1.60, Synergy_HSA=1.08. (2) Drug 1: CN(C)N=NC1=C(NC=N1)C(=O)N. Drug 2: CCC1(CC2CC(C3=C(CCN(C2)C1)C4=CC=CC=C4N3)(C5=C(C=C6C(=C5)C78CCN9C7C(C=CC9)(C(C(C8N6C=O)(C(=O)OC)O)OC(=O)C)CC)OC)C(=O)OC)O.OS(=O)(=O)O. Cell line: MDA-MB-231. Synergy scores: CSS=18.4, Synergy_ZIP=-3.87, Synergy_Bliss=8.23, Synergy_Loewe=-6.80, Synergy_HSA=2.74. (3) Drug 1: CN(C)N=NC1=C(NC=N1)C(=O)N. Drug 2: CS(=O)(=O)CCNCC1=CC=C(O1)C2=CC3=C(C=C2)N=CN=C3NC4=CC(=C(C=C4)OCC5=CC(=CC=C5)F)Cl. Cell line: OVCAR-4. Synergy scores: CSS=4.50, Synergy_ZIP=-1.10, Synergy_Bliss=-0.185, Synergy_Loewe=-4.58, Synergy_HSA=-0.512. (4) Drug 1: C1C(C(OC1N2C=NC3=C(N=C(N=C32)Cl)N)CO)O. Drug 2: C1CCC(C(C1)N)N.C(=O)(C(=O)[O-])[O-].[Pt+4]. Cell line: NCI-H460. Synergy scores: CSS=48.1, Synergy_ZIP=-0.242, Synergy_Bliss=-1.23, Synergy_Loewe=0.871, Synergy_HSA=1.72.